Dataset: Catalyst prediction with 721,799 reactions and 888 catalyst types from USPTO. Task: Predict which catalyst facilitates the given reaction. The catalyst class is: 12. Reactant: Cl[C:2]1[C:7]([C:8]#[N:9])=[C:6]([NH:10][CH2:11][CH2:12][OH:13])[N:5]=[C:4]([NH:14][CH2:15][CH2:16][OH:17])[N:3]=1.[CH3:18][S:19][C:20]1[CH:25]=[CH:24][CH:23]=[CH:22][C:21]=1[N:26]1[CH2:31][CH2:30][NH:29][CH2:28][CH2:27]1.C(N(C(C)C)C(C)C)C. Product: [OH:17][CH2:16][CH2:15][NH:14][C:4]1[N:5]=[C:6]([NH:10][CH2:11][CH2:12][OH:13])[C:7]([C:8]#[N:9])=[C:2]([N:29]2[CH2:28][CH2:27][N:26]([C:21]3[CH:22]=[CH:23][CH:24]=[CH:25][C:20]=3[S:19][CH3:18])[CH2:31][CH2:30]2)[N:3]=1.